This data is from Reaction yield outcomes from USPTO patents with 853,638 reactions. The task is: Predict the reaction yield, written as a fraction of the theoretical maximum amount of product (1.0 means a 100% yield; for example, 0.34 means a 34% yield). (1) The reactants are C[O:2][C:3](=[O:29])[CH2:4][C:5]1([C:20]2[CH:28]=[CH:27][C:23]3[O:24][CH2:25][O:26][C:22]=3[CH:21]=2)[C:13]2[C:8](=[CH:9][CH:10]=[CH:11][CH:12]=2)[N:7]([CH2:14][CH2:15][CH2:16][CH2:17][CH3:18])[C:6]1=[O:19].O.[OH-].[Li+]. The catalyst is C1COCC1.O. The product is [O:24]1[C:23]2[CH:27]=[CH:28][C:20]([C:5]3([CH2:4][C:3]([OH:29])=[O:2])[C:13]4[C:8](=[CH:9][CH:10]=[CH:11][CH:12]=4)[N:7]([CH2:14][CH2:15][CH2:16][CH2:17][CH3:18])[C:6]3=[O:19])=[CH:21][C:22]=2[O:26][CH2:25]1. The yield is 0.880. (2) The yield is 0.930. The product is [C:1]([O:5][C:6]([N:8]1[CH2:13][CH2:12][CH:11]([N:14]2[C:15]3[C:20](=[CH:19][CH:18]=[CH:17][CH:16]=3)[C:23]([F:25])([F:24])[C:22]2=[O:27])[CH2:10][CH2:9]1)=[O:7])([CH3:4])([CH3:3])[CH3:2]. The reactants are [C:1]([O:5][C:6]([N:8]1[CH2:13][CH2:12][CH:11]([N:14]([C:22](=[O:27])[C:23](Br)([F:25])[F:24])[C:15]2[CH:20]=[CH:19][CH:18]=[CH:17][C:16]=2I)[CH2:10][CH2:9]1)=[O:7])([CH3:4])([CH3:3])[CH3:2]. The catalyst is CS(C)=O.[Cu]. (3) The reactants are Cl.[F:2][C:3]1[C:8]([F:9])=[C:7]([C:10]2[CH:11]=[N:12][NH:13][CH:14]=2)[CH:6]=[CH:5][C:4]=1[C:15]1[S:19][C:18]([N:20]2[CH2:23][C:22]3([CH2:28][CH2:27][N:26](C(OC(C)(C)C)=O)[CH2:25][CH2:24]3)[CH2:21]2)=[N:17][N:16]=1.C(Cl)[Cl:37].O. The catalyst is O1CCOCC1.CO.CS(C)=O. The product is [ClH:37].[F:2][C:3]1[C:8]([F:9])=[C:7]([C:10]2[CH:14]=[N:13][NH:12][CH:11]=2)[CH:6]=[CH:5][C:4]=1[C:15]1[S:19][C:18]([N:20]2[CH2:23][C:22]3([CH2:28][CH2:27][NH:26][CH2:25][CH2:24]3)[CH2:21]2)=[N:17][N:16]=1. The yield is 0.850. (4) The reactants are [N:1]1[S:2][N:3]=[C:4]2[CH:9]=[C:8]([NH:10][C:11]3[N:18]=[CH:17][CH:16]=[CH:15][C:12]=3[CH:13]=O)[CH:7]=[CH:6][C:5]=12.[N:19]1[CH:24]=[CH:23][CH:22]=[C:21]([CH2:25][CH2:26][CH2:27][CH2:28][C:29](OCC)=[O:30])[CH:20]=1.[Li+].CC([N-]C(C)C)C. No catalyst specified. The product is [N:1]1[S:2][N:3]=[C:4]2[CH:9]=[C:8]([N:10]3[C:11]4[C:12](=[CH:15][CH:16]=[CH:17][N:18]=4)[CH:13]=[C:28]([CH2:27][CH2:26][CH2:25][C:21]4[CH:20]=[N:19][CH:24]=[CH:23][CH:22]=4)[C:29]3=[O:30])[CH:7]=[CH:6][C:5]=12. The yield is 0.480.